This data is from Forward reaction prediction with 1.9M reactions from USPTO patents (1976-2016). The task is: Predict the product of the given reaction. (1) Given the reactants [CH2:1]([O:3][C:4]([C:6]1[NH:7][CH:8]=[N:9][C:10]=1[CH3:11])=[O:5])[CH3:2].C1C(=O)N([I:19])C(=O)C1, predict the reaction product. The product is: [CH2:1]([O:3][C:4]([C:6]1[NH:7][C:8]([I:19])=[N:9][C:10]=1[CH3:11])=[O:5])[CH3:2]. (2) Given the reactants [CH2:1]([O:3][C:4]([CH:6]1[CH2:11][CH2:10][N:9]([C:12]2[CH:17]=[CH:16][C:15]([NH2:18])=[C:14]([C:19](=[O:23])[N:20]([CH3:22])[CH3:21])[CH:13]=2)[CH2:8][CH2:7]1)=[O:5])[CH3:2].C(N(CC)CC)C.[F:31][C:32]([F:49])([F:48])[C:33]1[CH:38]=[CH:37][C:36]([C:39]2[C:40]([C:45](Cl)=[O:46])=[CH:41][CH:42]=[CH:43][CH:44]=2)=[CH:35][CH:34]=1, predict the reaction product. The product is: [CH2:1]([O:3][C:4]([CH:6]1[CH2:11][CH2:10][N:9]([C:12]2[CH:17]=[CH:16][C:15]([NH:18][C:45]([C:40]3[C:39]([C:36]4[CH:37]=[CH:38][C:33]([C:32]([F:31])([F:48])[F:49])=[CH:34][CH:35]=4)=[CH:44][CH:43]=[CH:42][CH:41]=3)=[O:46])=[C:14]([C:19](=[O:23])[N:20]([CH3:22])[CH3:21])[CH:13]=2)[CH2:8][CH2:7]1)=[O:5])[CH3:2]. (3) Given the reactants [C:1]([OH:9])(=[O:8])[C:2]([CH2:4][C:5]([OH:7])=O)=[CH2:3].[CH3:10][O:11][C:12]1[CH:17]=[CH:16][C:15]([C@H:18]([NH2:20])[CH3:19])=[CH:14][CH:13]=1.O, predict the reaction product. The product is: [CH3:10][O:11][C:12]1[CH:17]=[CH:16][C:15]([C@H:18]([N:20]2[C:5](=[O:7])[CH2:4][C@@H:2]([C:1]([OH:9])=[O:8])[CH2:3]2)[CH3:19])=[CH:14][CH:13]=1.